From a dataset of Reaction yield outcomes from USPTO patents with 853,638 reactions. Predict the reaction yield, written as a fraction of the theoretical maximum amount of product (1.0 means a 100% yield; for example, 0.34 means a 34% yield). (1) The reactants are [CH2:1]([O:3][C:4](=[O:12])[C:5]1[CH:10]=[CH:9][CH:8]=[C:7]([NH2:11])[CH:6]=1)[CH3:2].[F:13][C:14]1[CH:19]=[CH:18][CH:17]=[C:16]([F:20])[C:15]=1[S:21](Cl)(=[O:23])=[O:22].N1C=CC=CC=1. The catalyst is C(Cl)Cl. The product is [F:13][C:14]1[CH:19]=[CH:18][CH:17]=[C:16]([F:20])[C:15]=1[S:21]([NH:11][C:7]1[CH:6]=[C:5]([CH:10]=[CH:9][CH:8]=1)[C:4]([O:3][CH2:1][CH3:2])=[O:12])(=[O:23])=[O:22]. The yield is 0.950. (2) The reactants are [CH2:1]([CH:5]1C(=O)O[C:8](C)([CH3:12])[O:7][C:6]1=[O:14])[CH2:2][CH2:3][CH3:4].C([OH:17])C. No catalyst specified. The product is [O:17]=[C:1]([CH2:2][CH2:3][CH3:4])[CH2:5][C:6]([O:7][CH2:8][CH3:12])=[O:14]. The yield is 0.720. (3) The reactants are [C:1]([O:5][C:6]([N:8]1[C:17]2[C:12](=[CH:13][CH:14]=[C:15]([CH2:18][OH:19])[N:16]=2)[CH2:11][CH2:10][CH:9]1[CH3:20])=[O:7])([CH3:4])([CH3:3])[CH3:2].CC(OI1(OC(C)=O)(OC(C)=O)OC(=O)C2C=CC=CC1=2)=O. The catalyst is ClCCl. The product is [C:1]([O:5][C:6]([N:8]1[C:17]2[C:12](=[CH:13][CH:14]=[C:15]([CH:18]=[O:19])[N:16]=2)[CH2:11][CH2:10][CH:9]1[CH3:20])=[O:7])([CH3:4])([CH3:2])[CH3:3]. The yield is 0.800. (4) The product is [CH3:1][O:2][C:3](=[O:34])[C:4]([CH3:37])([NH:11][CH2:12][C:13]1[CH:18]=[CH:17][C:16]([O:19][CH2:20][CH2:21][C:22]2[N:23]=[C:24]([C:28]3[CH:33]=[CH:32][CH:31]=[CH:30][CH:29]=3)[O:25][C:26]=2[CH3:27])=[CH:15][CH:14]=1)[C:5]1[CH:10]=[CH:9][CH:8]=[CH:7][CH:6]=1. The catalyst is CC#N. The yield is 0.650. The reactants are [CH3:1][O:2][C:3](=[O:34])[CH:4]([NH:11][CH2:12][C:13]1[CH:18]=[CH:17][C:16]([O:19][CH2:20][CH2:21][C:22]2[N:23]=[C:24]([C:28]3[CH:33]=[CH:32][CH:31]=[CH:30][CH:29]=3)[O:25][C:26]=2[CH3:27])=[CH:15][CH:14]=1)[C:5]1[CH:10]=[CH:9][CH:8]=[CH:7][CH:6]=1.C=O.[CH3:37]C(O)=O.C([BH3-])#N.[Na+]. (5) The reactants are Cl[C:2]1[C:3]2[N:11]=[C:10]([C:12]3[CH:17]=[CH:16][C:15]([F:18])=[CH:14][CH:13]=3)[CH:9]=[CH:8][C:4]=2[N:5]=[CH:6][N:7]=1.[NH:19]1[CH2:24][CH2:23][O:22][CH2:21][CH2:20]1. The catalyst is O1CCOCC1. The product is [O:22]1[CH2:23][CH2:24][N:19]([C:2]2[C:3]3[N:11]=[C:10]([C:12]4[CH:17]=[CH:16][C:15]([F:18])=[CH:14][CH:13]=4)[CH:9]=[CH:8][C:4]=3[N:5]=[CH:6][N:7]=2)[CH2:20][CH2:21]1. The yield is 0.970. (6) The reactants are Br[C:2]1[CH:3]=[C:4]([S:9]([N:12]2[CH2:17][CH2:16][O:15][CH2:14][CH2:13]2)(=[O:11])=[O:10])[C:5]([NH2:8])=[N:6][CH:7]=1.[N:18]1[CH:23]=[CH:22][C:21]([C:24]2[C:33]3[C:28](=[CH:29][CH:30]=[C:31](B4OC(C)(C)C(C)(C)O4)[CH:32]=3)[N:27]=[CH:26][CH:25]=2)=[CH:20][CH:19]=1.ClCCl.C([O-])([O-])=O.[K+].[K+]. The catalyst is C1C=CC(P(C2C=CC=CC=2)[C-]2C=CC=C2)=CC=1.C1C=CC(P(C2C=CC=CC=2)[C-]2C=CC=C2)=CC=1.Cl[Pd]Cl.[Fe+2].O1CCOCC1. The product is [N:12]1([S:9]([C:4]2[C:5]([NH2:8])=[N:6][CH:7]=[C:2]([C:31]3[CH:32]=[C:33]4[C:28](=[CH:29][CH:30]=3)[N:27]=[CH:26][CH:25]=[C:24]4[C:21]3[CH:22]=[CH:23][N:18]=[CH:19][CH:20]=3)[CH:3]=2)(=[O:11])=[O:10])[CH2:17][CH2:16][O:15][CH2:14][CH2:13]1. The yield is 0.370.